From a dataset of Full USPTO retrosynthesis dataset with 1.9M reactions from patents (1976-2016). Predict the reactants needed to synthesize the given product. (1) Given the product [C:21]1([CH3:25])[CH:22]=[CH:23][CH:24]=[C:19]([NH:18][C:3]2[C:4]3[CH2:5][N:6]([C:11]([O:13][C:14]([CH3:17])([CH3:16])[CH3:15])=[O:12])[CH2:7][CH2:8][C:9]=3[NH:28][N:27]=2)[CH:20]=1, predict the reactants needed to synthesize it. The reactants are: CS/[C:3](/[NH:18][C:19]1[CH:20]=[C:21]([CH3:25])[CH:22]=[CH:23][CH:24]=1)=[C:4]1/[CH2:5][N:6]([C:11]([O:13][C:14]([CH3:17])([CH3:16])[CH3:15])=[O:12])[CH2:7][CH2:8][C:9]/1=O.O.[NH2:27][NH2:28]. (2) Given the product [CH3:16][O:15][CH2:14][CH2:13][CH2:12][CH2:11][C:10]1[N:18]([C:19]2[CH:24]=[CH:23][CH:22]=[CH:21][CH:20]=2)[C:1]([CH3:2])=[N:4][C:5]=1[C:6]([O:8][CH3:9])=[O:7], predict the reactants needed to synthesize it. The reactants are: [C:1]([NH:4][CH:5]([C:10](=O)[CH2:11][CH2:12][CH2:13][CH2:14][O:15][CH3:16])[C:6]([O:8][CH3:9])=[O:7])(=O)[CH3:2].[NH2:18][C:19]1[CH:24]=[CH:23][CH:22]=[CH:21][CH:20]=1.FC(F)(F)C(O)=O.